Task: Predict the product of the given reaction.. Dataset: Forward reaction prediction with 1.9M reactions from USPTO patents (1976-2016) Given the reactants [Si:1]([O:8][CH2:9][C:10]1[CH:14]=[C:13]([C@H:15]2[C@H:19]3[O:20][C:21]([CH3:24])([CH3:23])[O:22][C@H:18]3[C@H:17]([N:25]3[C:29]4[N:30]=[CH:31][N:32]=[C:33]([CH3:34])[C:28]=4[CH:27]=[CH:26]3)[O:16]2)[NH:12][N:11]=1)([C:4]([CH3:7])([CH3:6])[CH3:5])([CH3:3])[CH3:2].[O:35]1[CH:40]=[CH:39][CH2:38][CH2:37][CH2:36]1.[O-]S([O-])(=O)=O.[Na+].[Na+].CC1C=CC(S(O)(=O)=O)=CC=1, predict the reaction product. The product is: [Si:1]([O:8][CH2:9][C:10]1[CH:14]=[C:13]([C@H:15]2[C@H:19]3[O:20][C:21]([CH3:23])([CH3:24])[O:22][C@H:18]3[C@H:17]([N:25]3[C:29]4[N:30]=[CH:31][N:32]=[C:33]([CH3:34])[C:28]=4[CH:27]=[CH:26]3)[O:16]2)[N:12]([CH:36]2[CH2:37][CH2:38][CH2:39][CH2:40][O:35]2)[N:11]=1)([C:4]([CH3:7])([CH3:6])[CH3:5])([CH3:3])[CH3:2].